This data is from Catalyst prediction with 721,799 reactions and 888 catalyst types from USPTO. The task is: Predict which catalyst facilitates the given reaction. Reactant: C([N:8]1[CH2:19][CH2:18][C:11]2([O:16][CH2:15][C:14](=[O:17])[NH:13][CH2:12]2)[CH2:10][CH2:9]1)C1C=CC=CC=1. Product: [O:16]1[C:11]2([CH2:10][CH2:9][NH:8][CH2:19][CH2:18]2)[CH2:12][NH:13][C:14](=[O:17])[CH2:15]1. The catalyst class is: 8.